From a dataset of Reaction yield outcomes from USPTO patents with 853,638 reactions. Predict the reaction yield, written as a fraction of the theoretical maximum amount of product (1.0 means a 100% yield; for example, 0.34 means a 34% yield). (1) The reactants are [N+:1]([O-:4])([OH:3])=[O:2].[Cl:5][C:6]1[CH:11]=[CH:10][C:9]([CH:12]2[N:16]([C:17]3[CH:22]=[CH:21][C:20]([Cl:23])=[CH:19][C:18]=3[Cl:24])[N:15]=[C:14]([C:25]([NH:27][N:28]3[CH2:33][CH2:32][CH2:31][CH2:30][CH2:29]3)=[O:26])[CH2:13]2)=[CH:8][CH:7]=1. The catalyst is C(OCC)(=O)C. The product is [N+:1]([O-:4])([OH:3])=[O:2].[Cl:5][C:6]1[CH:11]=[CH:10][C:9]([CH:12]2[N:16]([C:17]3[CH:22]=[CH:21][C:20]([Cl:23])=[CH:19][C:18]=3[Cl:24])[N:15]=[C:14]([C:25]([NH:27][N:28]3[CH2:29][CH2:30][CH2:31][CH2:32][CH2:33]3)=[O:26])[CH2:13]2)=[CH:8][CH:7]=1. The yield is 0.770. (2) The reactants are [O-]P([O-])([O-])=O.[K+].[K+].[K+].Br[C:10]1[CH:15]=[C:14]([F:16])[CH:13]=[C:12]([F:17])[CH:11]=1.[NH:18]1[CH2:23][CH2:22][O:21][CH2:20][CH2:19]1. The catalyst is C1C=CC(/C=C/C(/C=C/C2C=CC=CC=2)=O)=CC=1.C1C=CC(/C=C/C(/C=C/C2C=CC=CC=2)=O)=CC=1.C1C=CC(/C=C/C(/C=C/C2C=CC=CC=2)=O)=CC=1.[Pd].[Pd].C(P(C(C)(C)C)C1C=CC=CC=1C1C=CC=CC=1)(C)(C)C. The product is [F:17][C:12]1[CH:11]=[C:10]([N:18]2[CH2:23][CH2:22][O:21][CH2:20][CH2:19]2)[CH:15]=[C:14]([F:16])[CH:13]=1. The yield is 0.360.